From a dataset of Forward reaction prediction with 1.9M reactions from USPTO patents (1976-2016). Predict the product of the given reaction. (1) Given the reactants [F:1][C:2]1[CH:10]=[CH:9][CH:8]=[C:7]([F:11])[C:3]=1[C:4](Cl)=[O:5].[F:12][C:13]1([F:30])[O:17][C:16]2[CH:18]=[C:19]([CH3:29])[C:20]([C:22]3[CH:23]=[CH:24][C:25]([NH2:28])=[N:26][CH:27]=3)=[CH:21][C:15]=2[O:14]1.CCN(C(C)C)C(C)C, predict the reaction product. The product is: [F:30][C:13]1([F:12])[O:17][C:16]2[CH:18]=[C:19]([CH3:29])[C:20]([C:22]3[CH:23]=[CH:24][C:25]([NH:28][C:4](=[O:5])[C:3]4[C:2]([F:1])=[CH:10][CH:9]=[CH:8][C:7]=4[F:11])=[N:26][CH:27]=3)=[CH:21][C:15]=2[O:14]1. (2) Given the reactants Br[C:2]1[S:22][C:5]2=[N:6][C:7]([CH3:21])=[CH:8][C:9]([NH:10][S:11]([C:14]3[CH:19]=[CH:18][CH:17]=[C:16]([Cl:20])[CH:15]=3)(=[O:13])=[O:12])=[C:4]2[C:3]=1[CH3:23].[CH3:24][N:25]1C=CN=C1, predict the reaction product. The product is: [Cl:20][C:16]1[CH:15]=[C:14]([S:11]([NH:10][C:9]2[CH:8]=[C:7]([CH3:21])[N:6]=[C:5]3[S:22][C:2]([C:24]#[N:25])=[C:3]([CH3:23])[C:4]=23)(=[O:13])=[O:12])[CH:19]=[CH:18][CH:17]=1. (3) Given the reactants [Si:1]([O:18][C@@H:19]1[C@@H:23]([CH2:24][OH:25])[CH2:22][C@@H:21]([N:26]2[C:34](=[O:35])[C:33]3[C:28](=[CH:29][CH:30]=[CH:31][CH:32]=3)[C:27]2=[O:36])[C@@H:20]1[O:37][CH3:38])([C:14]([CH3:17])([CH3:16])[CH3:15])([C:8]1[CH:13]=[CH:12][CH:11]=[CH:10][CH:9]=1)[C:2]1[CH:7]=[CH:6][CH:5]=[CH:4][CH:3]=1.[OH2:39], predict the reaction product. The product is: [Si:1]([O:18][C@H:19]1[C@@H:20]([O:37][CH3:38])[C@H:21]([N:26]2[C:34](=[O:35])[C:33]3[C:28](=[CH:29][CH:30]=[CH:31][CH:32]=3)[C:27]2=[O:36])[CH2:22][C@@H:23]1[C:24]([OH:39])=[O:25])([C:14]([CH3:16])([CH3:15])[CH3:17])([C:8]1[CH:9]=[CH:10][CH:11]=[CH:12][CH:13]=1)[C:2]1[CH:3]=[CH:4][CH:5]=[CH:6][CH:7]=1. (4) The product is: [CH3:29][N:30]([CH3:35])[CH2:31][CH2:32][CH2:33][O:25][CH2:24][C:14]1[S:13][C:12]2[C:11]3[CH:26]=[C:7]([O:6][CH2:5][CH2:4][CH2:3][N:2]([CH3:1])[CH3:27])[CH:8]=[CH:9][C:10]=3[O:19][C:18]3[CH:20]=[CH:21][CH:22]=[CH:23][C:17]=3[C:16]=2[CH:15]=1. Given the reactants [CH3:1][N:2]([CH3:27])[CH2:3][CH2:4][CH2:5][O:6][C:7]1[CH:8]=[CH:9][C:10]2[O:19][C:18]3[CH:20]=[CH:21][CH:22]=[CH:23][C:17]=3[C:16]3[CH:15]=[C:14]([CH2:24][OH:25])[S:13][C:12]=3[C:11]=2[CH:26]=1.Cl.[CH3:29][N:30]([CH3:35])[CH2:31][CH2:32][CH2:33]Cl, predict the reaction product.